From a dataset of Full USPTO retrosynthesis dataset with 1.9M reactions from patents (1976-2016). Predict the reactants needed to synthesize the given product. Given the product [NH2:23][C:7]1[C:6]2[N:5]([C:4]([CH:12]3[CH2:22][N:16]4[C:17](=[O:21])[O:18][CH2:19][CH2:20][CH:15]4[CH2:14][CH2:13]3)=[N:3][C:2]=2[Br:1])[CH:10]=[CH:9][N:8]=1, predict the reactants needed to synthesize it. The reactants are: [Br:1][C:2]1[N:3]=[C:4]([CH:12]2[CH2:22][N:16]3[C:17](=[O:21])[O:18][CH2:19][CH2:20][CH:15]3[CH2:14][CH2:13]2)[N:5]2[CH:10]=[CH:9][N:8]=[C:7](Cl)[C:6]=12.[NH3:23].CC(O)C.